This data is from Experimental lipophilicity measurements (octanol/water distribution) for 4,200 compounds from AstraZeneca. The task is: Regression/Classification. Given a drug SMILES string, predict its absorption, distribution, metabolism, or excretion properties. Task type varies by dataset: regression for continuous measurements (e.g., permeability, clearance, half-life) or binary classification for categorical outcomes (e.g., BBB penetration, CYP inhibition). For this dataset (lipophilicity_astrazeneca), we predict Y. (1) The molecule is CCCNC(=O)c1nnc2c(-c3ccccc3)cccc2c1N. The Y is 3.80 logD. (2) The molecule is NC(=O)Nc1sc(-c2ccsc2)cc1C(=O)N[C@H]1CCCNC1. The Y is 1.06 logD. (3) The molecule is CC[C@H](NC(=O)c1c([S+](C)[O-])c(-c2ccccc2)nc2c(F)cccc12)c1ccccc1. The Y is 2.84 logD. (4) The compound is COc1ccc(CC(=O)NC(N/C(=N/C#N)Nc2ccccc2C)C(C)(C)C)cc1OC. The Y is 2.48 logD. (5) The compound is COc1cc2ncc(C(N)=O)c(Nc3cc(F)ccc3F)c2cc1OC. The Y is 2.90 logD. (6) The compound is Cc1cc2n[nH]c(=O)n2c2cc(-c3ccc[nH]3)ccc12. The Y is 3.29 logD. (7) The compound is COCCN1CCN(CC(=O)Nc2ccc(-c3cccn4c(=O)cc(N5CCOCC5)nc34)c3sc4ccccc4c23)CC1. The Y is 3.20 logD. (8) The compound is CNc1c(C(N)=O)cnc2[nH]c(-c3ccc(OCCN4CCOCC4)cc3)nc12. The Y is 2.14 logD. (9) The molecule is COCCOCCOc1ccc(-c2cc(C(N)=O)c(NC(N)=O)s2)cc1. The Y is 2.21 logD. (10) The drug is COCCNC(=O)c1ccc(Nc2ncc3cc(-c4ccncc4OC)ccc3n2)cc1. The Y is 3.14 logD.